Task: Regression. Given two drug SMILES strings and cell line genomic features, predict the synergy score measuring deviation from expected non-interaction effect.. Dataset: NCI-60 drug combinations with 297,098 pairs across 59 cell lines (1) Cell line: SF-539. Synergy scores: CSS=56.5, Synergy_ZIP=-0.709, Synergy_Bliss=-1.30, Synergy_Loewe=-29.3, Synergy_HSA=-0.531. Drug 1: CCC1=CC2CC(C3=C(CN(C2)C1)C4=CC=CC=C4N3)(C5=C(C=C6C(=C5)C78CCN9C7C(C=CC9)(C(C(C8N6C)(C(=O)OC)O)OC(=O)C)CC)OC)C(=O)OC.C(C(C(=O)O)O)(C(=O)O)O. Drug 2: CCCS(=O)(=O)NC1=C(C(=C(C=C1)F)C(=O)C2=CNC3=C2C=C(C=N3)C4=CC=C(C=C4)Cl)F. (2) Drug 1: C1C(C(OC1N2C=C(C(=O)NC2=O)F)CO)O. Drug 2: CC1C(C(CC(O1)OC2CC(OC(C2O)C)OC3=CC4=CC5=C(C(=O)C(C(C5)C(C(=O)C(C(C)O)O)OC)OC6CC(C(C(O6)C)O)OC7CC(C(C(O7)C)O)OC8CC(C(C(O8)C)O)(C)O)C(=C4C(=C3C)O)O)O)O. Cell line: UO-31. Synergy scores: CSS=33.0, Synergy_ZIP=-4.32, Synergy_Bliss=-1.27, Synergy_Loewe=-9.62, Synergy_HSA=-1.14. (3) Drug 1: CC1=C(C=C(C=C1)NC2=NC=CC(=N2)N(C)C3=CC4=NN(C(=C4C=C3)C)C)S(=O)(=O)N.Cl. Drug 2: CC1C(C(CC(O1)OC2CC(OC(C2O)C)OC3=CC4=CC5=C(C(=O)C(C(C5)C(C(=O)C(C(C)O)O)OC)OC6CC(C(C(O6)C)O)OC7CC(C(C(O7)C)O)OC8CC(C(C(O8)C)O)(C)O)C(=C4C(=C3C)O)O)O)O. Cell line: SK-OV-3. Synergy scores: CSS=2.69, Synergy_ZIP=11.2, Synergy_Bliss=16.1, Synergy_Loewe=14.6, Synergy_HSA=14.2. (4) Drug 1: CC1OCC2C(O1)C(C(C(O2)OC3C4COC(=O)C4C(C5=CC6=C(C=C35)OCO6)C7=CC(=C(C(=C7)OC)O)OC)O)O. Drug 2: C1CN(P(=O)(OC1)NCCCl)CCCl. Cell line: 786-0. Synergy scores: CSS=11.6, Synergy_ZIP=-9.08, Synergy_Bliss=-2.50, Synergy_Loewe=-31.1, Synergy_HSA=-2.88. (5) Drug 1: CNC(=O)C1=CC=CC=C1SC2=CC3=C(C=C2)C(=NN3)C=CC4=CC=CC=N4. Drug 2: CN1CCC(CC1)COC2=C(C=C3C(=C2)N=CN=C3NC4=C(C=C(C=C4)Br)F)OC. Cell line: SR. Synergy scores: CSS=51.0, Synergy_ZIP=0.0317, Synergy_Bliss=-4.83, Synergy_Loewe=-30.3, Synergy_HSA=-4.74. (6) Drug 1: C1=CC=C(C=C1)NC(=O)CCCCCCC(=O)NO. Drug 2: CC1=C(N=C(N=C1N)C(CC(=O)N)NCC(C(=O)N)N)C(=O)NC(C(C2=CN=CN2)OC3C(C(C(C(O3)CO)O)O)OC4C(C(C(C(O4)CO)O)OC(=O)N)O)C(=O)NC(C)C(C(C)C(=O)NC(C(C)O)C(=O)NCCC5=NC(=CS5)C6=NC(=CS6)C(=O)NCCC[S+](C)C)O. Cell line: M14. Synergy scores: CSS=12.0, Synergy_ZIP=-5.16, Synergy_Bliss=-2.27, Synergy_Loewe=-3.64, Synergy_HSA=-1.26. (7) Drug 1: C1=C(C(=O)NC(=O)N1)F. Drug 2: C(CN)CNCCSP(=O)(O)O. Cell line: RPMI-8226. Synergy scores: CSS=64.1, Synergy_ZIP=-9.50, Synergy_Bliss=-18.0, Synergy_Loewe=-25.6, Synergy_HSA=-17.3. (8) Drug 1: C1=CC(=CC=C1CCCC(=O)O)N(CCCl)CCCl. Drug 2: CC12CCC3C(C1CCC2OP(=O)(O)O)CCC4=C3C=CC(=C4)OC(=O)N(CCCl)CCCl.[Na+]. Cell line: SF-539. Synergy scores: CSS=13.8, Synergy_ZIP=-6.67, Synergy_Bliss=-9.18, Synergy_Loewe=-21.2, Synergy_HSA=-7.50. (9) Drug 1: C1CN1P(=S)(N2CC2)N3CC3. Drug 2: C1C(C(OC1N2C=NC3=C2NC=NCC3O)CO)O. Cell line: HCT116. Synergy scores: CSS=45.8, Synergy_ZIP=3.26, Synergy_Bliss=4.36, Synergy_Loewe=2.97, Synergy_HSA=5.78. (10) Drug 1: C(CCl)NC(=O)N(CCCl)N=O. Drug 2: C(CN)CNCCSP(=O)(O)O. Cell line: SNB-75. Synergy scores: CSS=5.80, Synergy_ZIP=-1.04, Synergy_Bliss=1.78, Synergy_Loewe=-2.84, Synergy_HSA=-2.41.